This data is from Reaction yield outcomes from USPTO patents with 853,638 reactions. The task is: Predict the reaction yield, written as a fraction of the theoretical maximum amount of product (1.0 means a 100% yield; for example, 0.34 means a 34% yield). (1) The reactants are [CH2:1]([O:3][CH:4]([O:14][CH2:15][CH3:16])[CH2:5][O:6][C:7]1[CH:8]=[CH:9][C:10](F)=[N:11][CH:12]=1)[CH3:2].CC(C)([O-])C.[K+].CN(C)C(=O)C.[CH3:29][N:30]1[CH:34]=[CH:33][C:32]([NH:35][C:36]2[C:45]3[C:40](=[CH:41][CH:42]=[C:43]([OH:46])[CH:44]=3)[N:39]=[CH:38][N:37]=2)=[N:31]1. The catalyst is O. The product is [CH2:1]([O:3][CH:4]([O:14][CH2:15][CH3:16])[CH2:5][O:6][C:7]1[CH:8]=[CH:9][C:10]([O:46][C:43]2[CH:44]=[C:45]3[C:40](=[CH:41][CH:42]=2)[N:39]=[CH:38][N:37]=[C:36]3[NH:35][C:32]2[CH:33]=[CH:34][N:30]([CH3:29])[N:31]=2)=[N:11][CH:12]=1)[CH3:2]. The yield is 0.650. (2) The catalyst is CO.O. The yield is 0.780. The product is [CH3:1][O:2][C:3](=[O:11])[C:4]1[CH:10]=[CH:9][CH:8]=[CH:7][C:5]=1[NH:6][CH2:23][C:21]1[CH:20]=[CH:19][N:18]=[C:17]([Br:16])[CH:22]=1. The reactants are [CH3:1][O:2][C:3](=[O:11])[C:4]1[C:5](=[CH:7][CH:8]=[CH:9][CH:10]=1)[NH2:6].C(O)(=O)C.[Br:16][C:17]1[CH:22]=[C:21]([CH:23]=O)[CH:20]=[CH:19][N:18]=1.C([BH3-])#N.[Na+]. (3) The reactants are [O:1]1[CH2:3][C@H:2]1[CH2:4][O:5][C:6]1[CH:7]=[C:8]([C:12]2[CH:13]=[CH:14][CH:15]=[C:16]3[C:21]=2[N:20]=[CH:19][CH:18]=[CH:17]3)[CH:9]=[CH:10][CH:11]=1.[CH2:22]1[C:31]2[C:26](=[CH:27][CH:28]=[CH:29][CH:30]=2)[CH2:25][CH2:24][NH:23]1. The catalyst is CCO. The product is [CH2:22]1[C:31]2[C:26](=[CH:27][CH:28]=[CH:29][CH:30]=2)[CH2:25][CH2:24][N:23]1[CH2:3][C@H:2]([OH:1])[CH2:4][O:5][C:6]1[CH:11]=[CH:10][CH:9]=[C:8]([C:12]2[CH:13]=[CH:14][CH:15]=[C:16]3[C:21]=2[N:20]=[CH:19][CH:18]=[CH:17]3)[CH:7]=1. The yield is 0.146. (4) The reactants are C(N(CC)CC)C.Cl.[Br:9][C:10]1[CH:15]=[CH:14][C:13]([CH:16]2[CH2:20][CH2:19][NH:18][CH2:17]2)=[CH:12][CH:11]=1.[C:21](Cl)(=[O:23])[CH3:22]. The catalyst is C1COCC1.O. The product is [Br:9][C:10]1[CH:11]=[CH:12][C:13]([CH:16]2[CH2:20][CH2:19][N:18]([C:21](=[O:23])[CH3:22])[CH2:17]2)=[CH:14][CH:15]=1. The yield is 1.00.